From a dataset of Forward reaction prediction with 1.9M reactions from USPTO patents (1976-2016). Predict the product of the given reaction. Given the reactants [NH2:1][C:2]1[CH:10]=[CH:9][C:5]([C:6]([OH:8])=O)=[C:4]([F:11])[C:3]=1[F:12].[Cl:13][C:14]1[CH:20]=[CH:19][C:17]([NH2:18])=[C:16]([N:21]2[CH2:26][CH2:25][N:24]([CH2:27][CH2:28][C:29]([F:32])([F:31])[F:30])[CH2:23][CH2:22]2)[CH:15]=1.CN(C(ON1N=NC2C=CC=NC1=2)=[N+](C)C)C.F[P-](F)(F)(F)(F)F, predict the reaction product. The product is: [NH2:1][C:2]1[CH:10]=[CH:9][C:5]([C:6]([NH:18][C:17]2[CH:19]=[CH:20][C:14]([Cl:13])=[CH:15][C:16]=2[N:21]2[CH2:26][CH2:25][N:24]([CH2:27][CH2:28][C:29]([F:32])([F:31])[F:30])[CH2:23][CH2:22]2)=[O:8])=[C:4]([F:11])[C:3]=1[F:12].